The task is: Predict the reactants needed to synthesize the given product.. This data is from Full USPTO retrosynthesis dataset with 1.9M reactions from patents (1976-2016). (1) Given the product [Cl:10][C:11]1[CH:12]=[C:13]([C:18]([C@H:20]2[CH2:22][C@@H:21]2[C:23]#[N:25])=[O:19])[CH:14]=[CH:15][C:16]=1[F:17], predict the reactants needed to synthesize it. The reactants are: ClC1N=C(Cl)N=C(Cl)N=1.[Cl:10][C:11]1[CH:12]=[C:13]([C:18]([C@H:20]2[CH2:22][C@@H:21]2[C:23]([NH2:25])=O)=[O:19])[CH:14]=[CH:15][C:16]=1[F:17]. (2) The reactants are: [NH:1]1[CH2:6][CH2:5][O:4][C:3]2[N:7]=[CH:8][C:9]([C:11]3[CH:16]=[CH:15][C:14]([C:17](=[O:19])[CH3:18])=[CH:13][CH:12]=3)=[CH:10][C:2]1=2.[Br:20][C:21]1[CH:22]=[C:23]([CH:27]=[C:28]([Br:32])[C:29]=1[O:30][CH3:31])[C:24](Cl)=[O:25].C(N(CC)CC)C.O. Given the product [Br:20][C:21]1[CH:22]=[C:23]([CH:27]=[C:28]([Br:32])[C:29]=1[O:30][CH3:31])[C:24]([N:1]1[CH2:6][CH2:5][O:4][C:3]2[N:7]=[CH:8][C:9]([C:11]3[CH:16]=[CH:15][C:14]([C:17](=[O:19])[CH3:18])=[CH:13][CH:12]=3)=[CH:10][C:2]1=2)=[O:25], predict the reactants needed to synthesize it. (3) Given the product [F:28][C:5]1[CH:4]=[CH:3][C:2]([NH:1][C:30]2[C:35]([O:36][CH3:37])=[CH:34][CH:33]=[CH:32][N:31]=2)=[CH:7][C:6]=1[C@:8]1([CH3:27])[CH2:13][C:12]2([CH2:18][CH2:17][O:16][CH2:15][CH2:14]2)[S:11][C:10]([NH2:19])=[N:9]1, predict the reactants needed to synthesize it. The reactants are: [NH2:1][C:2]1[CH:3]=[CH:4][C:5]([F:28])=[C:6]([C@:8]2([CH3:27])[CH2:13][C:12]3([CH2:18][CH2:17][O:16][CH2:15][CH2:14]3)[S:11][C:10]([NH:19]C(=O)OC(C)(C)C)=[N:9]2)[CH:7]=1.F[C:30]1[C:35]([O:36][CH3:37])=[CH:34][CH:33]=[CH:32][N:31]=1.